Predict the reaction yield, written as a fraction of the theoretical maximum amount of product (1.0 means a 100% yield; for example, 0.34 means a 34% yield). From a dataset of Reaction yield outcomes from USPTO patents with 853,638 reactions. (1) The reactants are [Cl:1][C:2]1[CH:7]=[CH:6][C:5]([NH:8][C:9]2[CH:14]=[CH:13][CH:12]=[CH:11][N:10]=2)=[CH:4][C:3]=1[OH:15].C([O-])([O-])=O.[Cs+].[Cs+].Br[CH2:23][CH:24]=[C:25]([CH3:27])[CH3:26]. The catalyst is CC(C)=O. The yield is 0.740. The product is [Cl:1][C:2]1[CH:7]=[CH:6][C:5]([NH:8][C:9]2[CH:14]=[CH:13][CH:12]=[CH:11][N:10]=2)=[CH:4][C:3]=1[O:15][CH2:23][CH:24]=[C:25]([CH3:27])[CH3:26]. (2) The reactants are [CH2:1]1[C:9]2[C:4](=[CH:5][CH:6]=[CH:7][CH:8]=2)[CH2:3][CH2:2]1.[C:10](OC(=O)C)(=[O:12])[CH3:11]. The catalyst is C(Cl)Cl. The product is [CH2:1]1[C:9]2[C:4](=[CH:5][CH:6]=[C:7]([C:10](=[O:12])[CH3:11])[CH:8]=2)[CH2:3][CH2:2]1. The yield is 0.880. (3) The reactants are [C:1]([O:5][C:6](=[O:36])[NH:7][C@@H:8]1[CH2:12][CH2:11][CH2:10][C@H:9]1[C:13]([NH:15][NH:16][C:17]([C@@H:19]1[CH2:25][CH2:24][C@@H:23]2[CH2:26][N:20]1[C:21](=[O:35])[N:22]2[O:27]CC1C=CC=CC=1)=[O:18])=[O:14])([CH3:4])([CH3:3])[CH3:2]. The catalyst is CO.[Pd]. The product is [C:1]([O:5][C:6](=[O:36])[NH:7][C@@H:8]1[CH2:12][CH2:11][CH2:10][C@H:9]1[C:13]([NH:15][NH:16][C:17]([C@@H:19]1[CH2:25][CH2:24][C@@H:23]2[CH2:26][N:20]1[C:21](=[O:35])[N:22]2[OH:27])=[O:18])=[O:14])([CH3:4])([CH3:2])[CH3:3]. The yield is 0.830. (4) The reactants are Cl[C:2]1[N:11]=[C:10]([N:12]2[CH2:17][CH2:16][O:15][CH2:14][CH2:13]2)[C:9]2[C:4](=[CH:5][C:6]([C:18]3[O:22][C:21]([C:23]([O:25][CH3:26])=[O:24])=[CH:20][CH:19]=3)=[CH:7][CH:8]=2)[N:3]=1.[CH3:27][N:28]([CH3:56])[C:29](=[O:55])[C:30]1[CH:35]=[CH:34][C:33]([NH:36][C:37]([NH:39][C:40]2[CH:45]=[CH:44][C:43](B3OC(C)(C)C(C)(C)O3)=[CH:42][CH:41]=2)=[O:38])=[CH:32][CH:31]=1.C(=O)([O-])[O-].[Cs+].[Cs+].C1(C)C=CC=CC=1. The catalyst is Cl[Pd](Cl)([P](C1C=CC=CC=1)(C1C=CC=CC=1)C1C=CC=CC=1)[P](C1C=CC=CC=1)(C1C=CC=CC=1)C1C=CC=CC=1.O.CCO. The product is [CH3:27][N:28]([CH3:56])[C:29]([C:30]1[CH:31]=[CH:32][C:33]([NH:36][C:37](=[O:38])[NH:39][C:40]2[CH:41]=[CH:42][C:43]([C:2]3[N:11]=[C:10]([N:12]4[CH2:17][CH2:16][O:15][CH2:14][CH2:13]4)[C:9]4[C:4](=[CH:5][C:6]([C:18]5[O:22][C:21]([C:23]([O:25][CH3:26])=[O:24])=[CH:20][CH:19]=5)=[CH:7][CH:8]=4)[N:3]=3)=[CH:44][CH:45]=2)=[CH:34][CH:35]=1)=[O:55]. The yield is 0.540. (5) The reactants are S1C2C(=NC=CC=2OC2C=CC(N)=CC=2)C=C1.F[C:19]1[CH:20]=[C:21]([NH:45][C:46]([NH:48][C:49](=[O:57])[CH2:50][C:51]2[CH:56]=[CH:55][CH:54]=[CH:53][CH:52]=2)=[S:47])[CH:22]=[CH:23][C:24]=1[O:25][C:26]1[CH:31]=[CH:30][N:29]=[C:28]2[CH:32]=[C:33](C3C=CC(S(C)(=O)=O)=CC=3)[S:34][C:27]=12. No catalyst specified. The product is [C:51]1([CH2:50][C:49]([NH:48][C:46](=[S:47])[NH:45][C:21]2[CH:20]=[CH:19][C:24]([O:25][C:26]3[CH:31]=[CH:30][N:29]=[C:28]4[CH:32]=[CH:33][S:34][C:27]=34)=[CH:23][CH:22]=2)=[O:57])[CH:56]=[CH:55][CH:54]=[CH:53][CH:52]=1. The yield is 0.340.